This data is from Forward reaction prediction with 1.9M reactions from USPTO patents (1976-2016). The task is: Predict the product of the given reaction. Given the reactants [Br:1][C:2]1[C:7](=[O:8])[N:6]([C:9]2[CH:10]=[C:11]([CH:15]=[CH:16][C:17]=2[CH3:18])[C:12]([OH:14])=O)[CH:5]=[N:4][C:3]=1[O:19][CH2:20][C:21]1[CH:26]=[CH:25][C:24]([F:27])=[CH:23][C:22]=1[F:28].ClC(OCC(C)C)=O.CN1CCOCC1.[NH2:44][C@@H:45]([CH3:48])[CH2:46][OH:47], predict the reaction product. The product is: [Br:1][C:2]1[C:7](=[O:8])[N:6]([C:9]2[CH:10]=[C:11]([CH:15]=[CH:16][C:17]=2[CH3:18])[C:12]([NH:44][C@@H:45]([CH3:48])[CH2:46][OH:47])=[O:14])[CH:5]=[N:4][C:3]=1[O:19][CH2:20][C:21]1[CH:26]=[CH:25][C:24]([F:27])=[CH:23][C:22]=1[F:28].